From a dataset of Experimentally validated miRNA-target interactions with 360,000+ pairs, plus equal number of negative samples. Binary Classification. Given a miRNA mature sequence and a target amino acid sequence, predict their likelihood of interaction. (1) The protein sequence of the target gene is MFRKARRVNVRKRNDSEEEERERDEEQEPPPLLPPPGTGEEAGPGGGDRAPGGESLLGPGPSPPSALTPGLGAEAGGGFPGGAEPGNGLKPRKRPRENKEVPRASLLSFQDEEEENEEVFKVKKSSYSKKIVKLLKKEYKEDLEKSKIKTELNSSAESEQPLDKTGHVKDTNQEDGVIISEHGEDEMDMESEKEEEKPKTGGAFSNALSSLNVLRPGEIPDAAFIHAARKKRQMARELGDFTPHDNEPGKGRLVREDENDASDDEDDDEKRRIVFSVKEKSQRQKIAEEIGIEGSDDDAL.... Result: 0 (no interaction). The miRNA is hsa-miR-4257 with sequence CCAGAGGUGGGGACUGAG. (2) The miRNA is mmu-miR-669a-3-3p with sequence ACAUAACAUACACACACAUGUAU. The protein sequence of the target gene is MEQSNDSLRVNHNDGEESKTSAQVFEHLICMDSRDSSFGQNDSPTVLPITTREANNSLISQNIPGPLTQTQTLSAEQFHLVDQNGQAIQYELQSLGESNAQMMIVASPTENGQVLRVIPPTQTGMAQVIIPQGQLVDVNSPRDVPEEKPSNRNLPTVRVDTLADNTSNYILHPQTSFPLPKKSVTGMLEEPLLGPLQPLSSNTPIWACRLRSCEKIGDSYRGYCVSETELESVLTFHKQQTQSVWGTRQSPSPAKPATRLMWKSQYVPYDGIPFVNAGSRAVVMECQYGPRRKGFQLKKV.... Result: 0 (no interaction). (3) The miRNA is hsa-miR-484 with sequence UCAGGCUCAGUCCCCUCCCGAU. The protein sequence of the target gene is MGSEKDSESPRSTSLHAAAPDPKCRSGGRRRRLTLHSVFSASARGRRARAKPQAEPPPPAAQPPPAPAPAAAQGPPPEALPAEPAAEAEAEAAAAAAEPGFDDEEAAEGGGPGAEEVECPLCLVRLPPERAPRLLSCPHRSCRDCLRHYLRLEISESRVPISCPECSERLNPHDIRLLLADPPLMHKYEEFMLRRYLASDPDCRWCPAPDCGYAVIAYGCASCPKLTCEREGCQTEFCYHCKQIWHPNQTCDMARQQRAQTLRVRTKHTSGLSYGQESGPADDIKPCPRCSAYIIKMNDG.... Result: 1 (interaction). (4) The miRNA is hsa-miR-548h-5p with sequence AAAAGUAAUCGCGGUUUUUGUC. The protein sequence of the target gene is MILEGGGVMNLNPGNNLLHQPPAWTDSYSTCNVSSGFFGGQWHEIHPQYWTKYQVWEWLQHLLDTNQLDANCIPFQEFDINGEHLCSMSLQEFTRAAGTAGQLLYSNLQHLKWNGQCSSDLFQSTHNVIVKTEQTEPSIMNTWKDENYLYDTNYGSTVDLLDSKTFCRAQISMTTTSHLPVAESPDMKKEQDPPAKCHTKKHNPRGTHLWEFIRDILLNPDKNPGLIKWEDRSEGVFRFLKSEAVAQLWGKKKNNSSMTYEKLSRAMRYYYKREILERVDGRRLVYKFGKNARGWRENEN.... Result: 0 (no interaction). (5) The miRNA is mmu-miR-362-3p with sequence AACACACCUGUUCAAGGAUUCA. The protein sequence of the target gene is MGKDYYHILGIDKGATDEDVKKAYRKQALKFHPDKNKSPQAEEKFKEVAEAYEVLSDPKKREIYDQFGEEGLKGGAGGTDGQGGTFRYTFHGDPHATFAAFFGGSNPFEIFFGRRMGGGRDSEEMEIDGDPFSAFGFSMNGYPRDRNSVGPSRLKQDPPIIHELKVSLEEIYSGCTKRMKISRKRLNPDGRSYRSEDKILTIEIKKGWKEGTKITFPREGDETPNSIPADIVFVIKDKEHPKFKRDGSNIVYTAKISLREALCGCSLNVPTMDGRNLPMSVTDIVKPGMRRRVIGYGLPF.... Result: 1 (interaction).